This data is from Peptide-MHC class I binding affinity with 185,985 pairs from IEDB/IMGT. The task is: Regression. Given a peptide amino acid sequence and an MHC pseudo amino acid sequence, predict their binding affinity value. This is MHC class I binding data. (1) The peptide sequence is RPRQRGIPF. The MHC is HLA-B39:01 with pseudo-sequence HLA-B39:01. The binding affinity (normalized) is 0.0847. (2) The peptide sequence is PLFKRGWRL. The MHC is HLA-B51:01 with pseudo-sequence HLA-B51:01. The binding affinity (normalized) is 0.0847. (3) The peptide sequence is IIPFIAYFV. The MHC is HLA-A02:02 with pseudo-sequence HLA-A02:02. The binding affinity (normalized) is 0.772.